This data is from Experimentally validated miRNA-target interactions with 360,000+ pairs, plus equal number of negative samples. The task is: Binary Classification. Given a miRNA mature sequence and a target amino acid sequence, predict their likelihood of interaction. (1) The miRNA is hsa-miR-21-5p with sequence UAGCUUAUCAGACUGAUGUUGA. The protein sequence of the target gene is MLSGKKAAAAAAAAAAAAAAGTEAGSGAAGGAENGSEVAAPPAGLTGPTDMATGAAGERTPRKKEPPRASPPGGLAEPPGSAGPQAGPTAGPGSATPMETGIAETPEGRRTSRRKRAKVEYREMDESLANLSEDEYYSEEERNAKAEKEKKLPPPPPQAPPEEENESEPEEPSGVEGAAFQSRLPHDRMTSQEAACFPDIISGPQQTQKVFLFIRNRTLQLWLDNPKIQLTFEATLQQLEAPYNSDTVLVHRVHSYLERHGLINFGIYKRIKPLPIKKTGKVIIIGSGVSGLAAARQLQS.... Result: 0 (no interaction). (2) The miRNA is hsa-miR-6501-5p with sequence AGUUGCCAGGGCUGCCUUUGGU. The protein sequence of the target gene is MLLLGISILALAWRPAGSSEPEWEVVVPIRRDPDINGRHYYRRGTEDSGDQGLIFQITAFQQDFYLHLTPDAQFLAPAFATEYLGVPLQRLTGSSLDLRRCFYSGYVNAEPDSFAAVSLCGGLRGAFGYRGAEYVISPLPNTSAPEAQRHSQGAHLLQRRGAPVGPSGDPTSRCGVASGWNPAILRALDPYKPRRTGAGESHNRRRSGRAKRFVSIPRYVETLVVADESMVKFHGADLEHYLLTLLATAARLYRHPSILNPINIVVVKVLLLGDRDTGPKVTGNAALTLRNFCAWQKKLN.... Result: 0 (no interaction). (3) The miRNA is hsa-miR-7160-3p with sequence CAGGGCCCUGGCUUUAGCAGA. The protein sequence of the target gene is MSVTYDDSVGVEVSSDSFWEVGNYKRTVKRIDDGHRLCSDLMNCLHERARIEKAYAQQLTEWARRWRQLVEKGPQYGTVEKAWMAFMSEAERVSELHLEVKASLMNDDFEKIKNWQKEAFHKQMMGGFKETKEAEDGFRKAQKPWAKKLKEVEAAKKAHHAACKEEKLAISREANSKADPSLNPEQLKKLQDKIEKCKQDVLKTKEKYEKSLKELDQGTPQYMENMEQVFEQCQQFEEKRLRFFREVLLEVQKHLDLSNVAGYKAIYHDLEQSIRAADAVEDLRWFRANHGPGMAMNWPQ.... Result: 0 (no interaction). (4) The miRNA is hsa-miR-1825 with sequence UCCAGUGCCCUCCUCUCC. The protein sequence of the target gene is MTMESREMDCYLRRLKQELMSMKEVGDGLQDQMNCMMGALQELKLLQVQTALEQLEISGGGPVPGSPEGPRTQCEHPCWEGGRGPARPTVCSPSSQPSLGSSTKFPSHRSVCGRDLAPLPRTQPHQSCAQQGPERVEPDDWTSTLMSRGRNRQPLVLGDNVFADLVGNWLDLPELEKGGEKGETGGAREPKGEKGQPQELGRRFALTANIFKKFLRSVRPDRDRLLKEKPGWVTPMVPESRTGRSQKVKKRSLSKGSGHFPFPGTGEHRRGENPPTSCPKALEHSPSGFDINTAVWV. Result: 1 (interaction). (5) Result: 1 (interaction). The miRNA is mmu-miR-466a-3p with sequence UAUACAUACACGCACACAUAAGA. The protein sequence of the target gene is MRAVSVWYCCPWGLLLLHCLCSFSVGSPSPSISPEKKVGSQGLRFRLAGFPRKPYEGRVEIQRAGEWGTICDDDFTLQAAHVLCRELGFTEATGWTHSAKYGPGTGRIWLDNLSCRGTEGSVTECASRGWGNSDCTHDEDAGVICKDQRLPGFSDSNVIEVEHQLQVEEVRLRPAVEWGRRPLPVTEGLVEVRLPEGWSQVCDKGWSAHNSHVVCGMLGFPGEKRVNMAFYRMLAQKKQHSFGLHSVACVGTEAHLSLCSLEFYRANDTTRCSGGNPAVVSCVLGPLYATFTGQKKQQHS.... (6) The miRNA is hsa-miR-518a-3p with sequence GAAAGCGCUUCCCUUUGCUGGA. The protein sequence of the target gene is MSRIESLTRARIDRSKEQATKTREKEKMKEAKDARYTNGHLFTTISVSGMTMCYACNKSITAKEALICPTCNVTIHNRCKDTLANCTKVKQKQQKAALLRNNTALQSVSLRSKTTTRERPTSAIYPSDSFRQSLLGSRRGLSSLSLAKSVSTTNIAGHFNDESPLGLRQILSQSTDSLNMRNRTLSVESLIDEGVEVFYNELMSDFEMDEKDFEADSWSLAVDSSFLQQHKKEVMKKQDVIYELIQTELHHVRTLKIMTRLFRTGMLEELQMEPEVVQGLFPCVDELSDIHTRFLNQLLE.... Result: 0 (no interaction). (7) The miRNA is mmu-miR-15a-5p with sequence UAGCAGCACAUAAUGGUUUGUG. The protein sequence of the target gene is MEKSGRESDGAPCGPVLHIVVVGFHHKKGCQVEFSYPPLIPGDGHDSHTLPEEWKYLPFLALPDGAHNYQEDTVFFHLPPRNGNGATVYGISCYRQIEAKALKVRQADITRETVQKSVCVLSKLPLYGLLQAKLQLITHAYFEEKDFSQISILKELYEHMNSSLGGASLEGSQVYLGLSPRDLVLHFRHKVLILFKLILLEKKVLFYISPVNRLVGALMTVLSLFPGMIEHGLSDCSQYRPRKSMSEDAGPQESNPSADDFTSESTSDVLNTSLETVTRVMAVNHGEDAVPKTEKPYFQV.... Result: 1 (interaction).